This data is from Forward reaction prediction with 1.9M reactions from USPTO patents (1976-2016). The task is: Predict the product of the given reaction. (1) Given the reactants [F:1][C:2]([F:28])([F:27])[C:3]1[CH:8]=[CH:7][C:6]([C:9]2[C:10]([C:15]([NH:17][C:18]3[CH:19]=[C:20]([C:24]([OH:26])=O)[N:21]([CH3:23])[CH:22]=3)=[O:16])=[CH:11][CH:12]=[CH:13][CH:14]=2)=[CH:5][CH:4]=1.[CH2:29]([O:36][C:37]1[CH:45]=[CH:44][C:40]([CH2:41][NH:42][CH3:43])=[CH:39][CH:38]=1)[C:30]1[CH:35]=[CH:34][CH:33]=[CH:32][CH:31]=1.CN(C(ON1N=NC2C=CC=CC1=2)=[N+](C)C)C.[B-](F)(F)(F)F.C(N(C(C)C)C(C)C)C, predict the reaction product. The product is: [CH2:29]([O:36][C:37]1[CH:38]=[CH:39][C:40]([CH2:41][N:42]([CH3:43])[C:24]([C:20]2[N:21]([CH3:23])[CH:22]=[C:18]([NH:17][C:15]([C:10]3[C:9]([C:6]4[CH:5]=[CH:4][C:3]([C:2]([F:28])([F:27])[F:1])=[CH:8][CH:7]=4)=[CH:14][CH:13]=[CH:12][CH:11]=3)=[O:16])[CH:19]=2)=[O:26])=[CH:44][CH:45]=1)[C:30]1[CH:31]=[CH:32][CH:33]=[CH:34][CH:35]=1. (2) Given the reactants [F:1][C:2]1[CH:11]=[C:10]([F:12])[CH:9]=[C:8]2[C:3]=1[C:4]([NH:27][C:28]1[CH:33]=[CH:32][N:31]=[C:30]([N:34]3[CH2:39][CH2:38][O:37][CH2:36][CH2:35]3)[CH:29]=1)=[C:5]([CH3:26])[C:6]([N:13]1[CH2:18][CH2:17][N:16](C(OC(C)(C)C)=O)[CH2:15][CH2:14]1)=[N:7]2.C(O)(C(F)(F)F)=O, predict the reaction product. The product is: [F:1][C:2]1[CH:11]=[C:10]([F:12])[CH:9]=[C:8]2[C:3]=1[C:4]([NH:27][C:28]1[CH:33]=[CH:32][N:31]=[C:30]([N:34]3[CH2:39][CH2:38][O:37][CH2:36][CH2:35]3)[CH:29]=1)=[C:5]([CH3:26])[C:6]([N:13]1[CH2:14][CH2:15][NH:16][CH2:17][CH2:18]1)=[N:7]2. (3) Given the reactants Br[CH2:2][CH:3]1[CH2:7][CH2:6][CH:5]([CH2:8][CH2:9][C:10]2[CH:15]=[C:14]([F:16])[CH:13]=[CH:12][C:11]=2[O:17][CH3:18])[O:4]1.[Na+].[I-].[C-:21]#[N:22].[K+].C(=O)(O)[O-].[Na+], predict the reaction product. The product is: [C:21]([CH2:2][CH:3]1[CH2:7][CH2:6][CH:5]([CH2:8][CH2:9][C:10]2[CH:15]=[C:14]([F:16])[CH:13]=[CH:12][C:11]=2[O:17][CH3:18])[O:4]1)#[N:22]. (4) Given the reactants [F:1][C:2]1[CH:7]=[CH:6][C:5](OC)=[CH:4][C:3]=1[F:10].[CH2:11]=[O:12].[ClH:13].[C:14](=O)([O-])O.[Na+], predict the reaction product. The product is: [Cl:13][CH2:5][C:6]1[CH:7]=[C:2]([F:1])[C:3]([F:10])=[CH:4][C:11]=1[O:12][CH3:14]. (5) Given the reactants [CH3:1][C:2]1[CH:3]=[C:4]([OH:9])[CH:5]=[CH:6][C:7]=1[CH3:8].C(=O)([O-])[O-].[K+].[K+].Br[CH2:17][C:18]([O:20][CH3:21])=[O:19], predict the reaction product. The product is: [CH3:21][O:20][C:18](=[O:19])[CH2:17][O:9][C:4]1[CH:5]=[CH:6][C:7]([CH3:8])=[C:2]([CH3:1])[CH:3]=1. (6) Given the reactants Br[CH2:2][C:3]([O:5][CH2:6]C)=[O:4].[Br:8][C:9]1[CH:10]=[C:11]([OH:26])[CH:12]=[C:13]([Br:25])[C:14]=1[O:15][C:16]1[CH:21]=[CH:20][C:19]([N+:22]([O-])=O)=[CH:18][CH:17]=1.C(=O)([O-])[O-].[K+].[K+].C([O-])(=O)C.[Sn](Cl)Cl, predict the reaction product. The product is: [CH3:6][O:5][C:3](=[O:4])[CH2:2][O:26][C:11]1[CH:10]=[C:9]([Br:8])[C:14]([O:15][C:16]2[CH:21]=[CH:20][C:19]([NH2:22])=[CH:18][CH:17]=2)=[C:13]([Br:25])[CH:12]=1. (7) Given the reactants C[O:2][CH2:3][C@H:4]([CH3:35])[O:5][C:6]1[CH:7]=[C:8]([CH:21]=[C:22]([C:24]2[NH:25][C:26]([C:29]3[O:30][C@@H:31]([CH3:34])[CH2:32][N:33]=3)=[CH:27][CH:28]=2)[CH:23]=1)[O:9][C:10]1[CH:11]=[CH:12][C:13]([S:16]([NH:19][CH3:20])(=[O:18])=[O:17])=[N:14][CH:15]=1.B(Br)(Br)Br.C(=O)([O-])O.[Na+], predict the reaction product. The product is: [OH:2][CH2:3][C@H:4]([CH3:35])[O:5][C:6]1[CH:7]=[C:8]([CH:21]=[C:22]([C:24]2[NH:25][C:26]([C:29]3[O:30][C@@H:31]([CH3:34])[CH2:32][N:33]=3)=[CH:27][CH:28]=2)[CH:23]=1)[O:9][C:10]1[CH:11]=[CH:12][C:13]([S:16]([NH:19][CH3:20])(=[O:18])=[O:17])=[N:14][CH:15]=1. (8) Given the reactants [C:1](Cl)(=[O:3])[CH3:2].[NH2:5][C:6]([CH3:26])([CH3:25])[CH2:7][C:8]1[N:9]([CH2:22][CH2:23][CH3:24])[N:10]=[C:11]2[C:20]=1[C:19]1[CH:18]=[CH:17][CH:16]=[CH:15][C:14]=1[N:13]=[C:12]2[NH2:21].C(N(CC)CC)C.Cl, predict the reaction product. The product is: [NH2:21][C:12]1[C:11]2=[N:10][N:9]([CH2:22][CH2:23][CH3:24])[C:8]([CH2:7][C:6]([NH:5][C:1](=[O:3])[CH3:2])([CH3:26])[CH3:25])=[C:20]2[C:19]2[CH:18]=[CH:17][CH:16]=[CH:15][C:14]=2[N:13]=1. (9) Given the reactants [I:1][C:2]1[CH:3]=[C:4]([NH2:28])[C:5]([NH:8][CH2:9][C:10]2[CH:15]=[CH:14][C:13]([O:16][CH2:17][C:18]3[CH:19]=[N:20][C:21]([O:24][CH3:25])=[CH:22][CH:23]=3)=[C:12]([O:26][CH3:27])[CH:11]=2)=[N:6][CH:7]=1.[CH:29](OCC)(OCC)OCC, predict the reaction product. The product is: [I:1][C:2]1[CH:3]=[C:4]2[N:28]=[CH:29][N:8]([CH2:9][C:10]3[CH:15]=[CH:14][C:13]([O:16][CH2:17][C:18]4[CH:19]=[N:20][C:21]([O:24][CH3:25])=[CH:22][CH:23]=4)=[C:12]([O:26][CH3:27])[CH:11]=3)[C:5]2=[N:6][CH:7]=1.